From a dataset of Reaction yield outcomes from USPTO patents with 853,638 reactions. Predict the reaction yield, written as a fraction of the theoretical maximum amount of product (1.0 means a 100% yield; for example, 0.34 means a 34% yield). The reactants are [C:1]([N:4]1[CH2:9][CH2:8][C:7](=O)[CH2:6][CH2:5]1)(=[O:3])[CH3:2].N1CCCCC1.CC1C=CC(S(O)(=O)=O)=CC=1.[Br:28][C:29]1[CH:37]=[CH:36][C:32]([C:33](Cl)=O)=[CH:31][CH:30]=1.Cl.[NH2:39][NH2:40]. The catalyst is C(Cl)Cl.C1C=CC=CC=1. The product is [Br:28][C:29]1[CH:37]=[CH:36][C:32]([C:33]2[C:6]3[CH2:5][N:4]([C:1](=[O:3])[CH3:2])[CH2:9][CH2:8][C:7]=3[NH:40][N:39]=2)=[CH:31][CH:30]=1. The yield is 0.500.